From a dataset of Catalyst prediction with 721,799 reactions and 888 catalyst types from USPTO. Predict which catalyst facilitates the given reaction. (1) Reactant: C([O:3][C:4](=O)[CH2:5][CH2:6][CH2:7][CH:8]1[NH:13][CH2:12][CH:11]([C:14]([O:16][CH3:17])=[O:15])[CH2:10][CH2:9]1)C. Product: [O:3]=[C:4]1[CH2:5][CH2:6][CH2:7][C@@H:8]2[N:13]1[CH2:12][C@H:11]([C:14]([O:16][CH3:17])=[O:15])[CH2:10][CH2:9]2. The catalyst class is: 11. (2) Reactant: [CH2:1]=[O:2].[CH3:3][NH2:4].[CH3:5][CH:6]1[CH:10]([CH3:11])[CH2:9][C:8](=O)[CH2:7]1.[C:13](O)(=O)C. Product: [CH3:3][N:4]1[CH2:9][CH:8]2[C:1](=[O:2])[CH:10]([C@H:6]([CH3:5])[C@H:7]2[CH3:13])[CH2:11]1. The catalyst class is: 5. (3) Reactant: C([O:8][NH:9][C:10]1[CH:15]=[CH:14][N:13]([C@H:16]2[C@:20]3([CH3:25])[O:21][C:22](=[O:24])[O:23][C@@H:19]3[C@@H:18]([CH2:26][O:27][P:28]([O:39][C:40]3[CH:45]=[CH:44][CH:43]=[CH:42][C:41]=3[CH2:46][CH2:47][C:48]([O:50][CH:51]([CH3:53])[CH3:52])=[O:49])([NH:30][C@@H:31]([CH3:38])[C:32]([O:34][CH:35]([CH3:37])[CH3:36])=[O:33])=[O:29])[O:17]2)[C:12](=[O:54])[N:11]=1)C1C=CC=CC=1.C1CC=CCC=1. Product: [OH:8][NH:9][C:10]1[CH:15]=[CH:14][N:13]([C@H:16]2[C@:20]3([CH3:25])[O:21][C:22](=[O:24])[O:23][C@@H:19]3[C@@H:18]([CH2:26][O:27][P:28]([O:39][C:40]3[CH:45]=[CH:44][CH:43]=[CH:42][C:41]=3[CH2:46][CH2:47][C:48]([O:50][CH:51]([CH3:53])[CH3:52])=[O:49])([NH:30][C@@H:31]([CH3:38])[C:32]([O:34][CH:35]([CH3:37])[CH3:36])=[O:33])=[O:29])[O:17]2)[C:12](=[O:54])[N:11]=1. The catalyst class is: 50. (4) Reactant: [C:1]([O:5][C:6]([C:8]1[C:16]2[CH2:15][CH2:14][N:13]([CH2:17][C:18]3[CH:23]=[CH:22][C:21]([O:24][CH3:25])=[CH:20][CH:19]=3)[CH:12]([CH2:26][N:27]3C(=O)C4C(=CC=CC=4)C3=O)[C:11]=2[S:10][C:9]=1[NH2:38])=[O:7])([CH3:4])([CH3:3])[CH3:2].NN. Product: [C:1]([O:5][C:6]([C:8]1[C:16]2[CH2:15][CH2:14][N:13]([CH2:17][C:18]3[CH:19]=[CH:20][C:21]([O:24][CH3:25])=[CH:22][CH:23]=3)[CH:12]([CH2:26][NH2:27])[C:11]=2[S:10][C:9]=1[NH2:38])=[O:7])([CH3:4])([CH3:2])[CH3:3]. The catalyst class is: 8.